From a dataset of TCR-epitope binding with 47,182 pairs between 192 epitopes and 23,139 TCRs. Binary Classification. Given a T-cell receptor sequence (or CDR3 region) and an epitope sequence, predict whether binding occurs between them. (1) The epitope is RQLLFVVEV. The TCR CDR3 sequence is CASSLAGGPYEQYF. Result: 1 (the TCR binds to the epitope). (2) The epitope is YLNTLTLAV. The TCR CDR3 sequence is CATSGHNRGSYEQYF. Result: 0 (the TCR does not bind to the epitope). (3) The epitope is FVDGVPFVV. The TCR CDR3 sequence is CASSLTLGKNTEAFF. Result: 1 (the TCR binds to the epitope). (4) The epitope is VSFIEFVGW. The TCR CDR3 sequence is CASSLLAVEETQYF. Result: 0 (the TCR does not bind to the epitope).